This data is from Experimentally validated miRNA-target interactions with 360,000+ pairs, plus equal number of negative samples. The task is: Binary Classification. Given a miRNA mature sequence and a target amino acid sequence, predict their likelihood of interaction. (1) The miRNA is hsa-miR-5189-3p with sequence UGCCAACCGUCAGAGCCCAGA. The protein sequence of the target gene is MTSLTQRSSGLVQRRTEASRNAADKERAAGGGAGSSEDDAQSRRDEQDDDDKGDSKETRLTLMEEVLLLGLKDREGYTSFWNDCISSGLRGCMLIELALRGRLQLEACGMRRKSLLTRKVICKSDAPTGDVLLDEALKHVKETQPPETVQNWIELLSGETWNPLKLHYQLRNVRERLAKNLVEKGVLTTEKQNFLLFDMTTHPLTNNNIKQRLIKKVQEAVLDKWVNDPHRMDRRLLALIYLAHASDVLENAFAPLLDEQYDLATKRVRQLLDLDPEVECLKANTNEVLWAVVAAFTK. Result: 0 (no interaction). (2) The miRNA is hsa-miR-520d-3p with sequence AAAGUGCUUCUCUUUGGUGGGU. The protein sequence of the target gene is MPAFLGLKCLGKLCSSEKSKVTSSERTSARGSNRKRLIVEDRRVSGTSFTAHRRATITHLLYLCPKDYCPRGRVCNSVDPFVAHPQDPHHPSEKPVIHCHKCGEPCKGEVLRVQTKHFHIKCFTCKVCGCDLAQGGFFIKNGEYLCTLDYQRMYGTRCHGCGEFVEGEVVTALGKTYHPNCFACTICKRPFPPGDRVTFNGRDCLCQLCAQPMSSSPKETTFSSNCAGCGRDIKNGQALLALDKQWHLGCFKCKSCGKVLTGEYISKDGAPYCEKDYQGLFGVKCEACHQFITGKVLEAG.... Result: 1 (interaction). (3) The miRNA is mmu-miR-297a-5p with sequence AUGUAUGUGUGCAUGUGCAUGU. The protein sequence of the target gene is MAGIAIKLAKDREAAEGLGSHERAIKYLNQDYETLRNECLEAGALFQDPSFPALPSSLGYKELGPYSSKTRGIEWKRPTEICADPQFIIGGATRTDICQGALGDCWLLAAIASLTLNEEILARVVPPDQSFQENYAGIFHFQFWQYGEWVEVVVDDRLPTKDGELLFVHSAEGSEFWSALLEKAYAKINGCYEALSGGATTEGFEDFTGGIAEWYELRKPPPNLFKIIQKALEKGSLLGCSIDITSAADSEAVTYQKLVKGHAYSVTGAEEVESSGSLQKLIRIRNPWGQVEWTGKWNDN.... Result: 1 (interaction).